This data is from Forward reaction prediction with 1.9M reactions from USPTO patents (1976-2016). The task is: Predict the product of the given reaction. (1) Given the reactants [OH:1][CH2:2][CH2:3][NH:4][CH:5]1[CH2:9][N:8]([C:10]2[CH:11]=[N:12][N:13]3[CH2:18][C@H:17]([CH3:19])[N:16]([C:20]([O:22][C:23]([CH3:26])([CH3:25])[CH3:24])=[O:21])[CH2:15][C:14]=23)[C:7](=[O:27])[CH2:6]1.CCN(C(C)C)C(C)C.Cl[C:38](Cl)([O:40]C(=O)OC(Cl)(Cl)Cl)Cl, predict the reaction product. The product is: [CH3:19][C@H:17]1[CH2:18][N:13]2[N:12]=[CH:11][C:10]([N:8]3[CH2:9][CH:5]([N:4]4[CH2:3][CH2:2][O:1][C:38]4=[O:40])[CH2:6][C:7]3=[O:27])=[C:14]2[CH2:15][N:16]1[C:20]([O:22][C:23]([CH3:26])([CH3:25])[CH3:24])=[O:21]. (2) Given the reactants [CH3:1][C:2]1[C:7]([CH3:8])=[CH:6][C:5]([NH2:9])=[C:4]([NH2:10])[CH:3]=1.[N:11]([C@H:14]1[C:23]2[C:18](=[CH:19][CH:20]=[CH:21][CH:22]=2)[CH2:17][CH2:16][CH2:15]1)=[C:12]=S, predict the reaction product. The product is: [CH3:1][C:2]1[C:7]([CH3:8])=[CH:6][C:5]2[N:9]=[C:12]([NH:11][C@H:14]3[C:23]4[C:18](=[CH:19][CH:20]=[CH:21][CH:22]=4)[CH2:17][CH2:16][CH2:15]3)[NH:10][C:4]=2[CH:3]=1. (3) Given the reactants [Cl:1][C:2]1[CH:10]=[C:9]2[C:5]([C:6]([CH:11]=[O:12])=[CH:7][NH:8]2)=[CH:4][C:3]=1[C:13]1[CH:18]=[CH:17][C:16]([CH2:19][CH2:20][CH2:21][OH:22])=[CH:15][CH:14]=1.P([O-])(O)(O)=[O:24].[Na+].Cl([O-])=O.[Na+].S([O-])([O-])=O.[Na+].[Na+], predict the reaction product. The product is: [Cl:1][C:2]1[CH:10]=[C:9]2[C:5]([C:6]([C:11]([OH:24])=[O:12])=[CH:7][NH:8]2)=[CH:4][C:3]=1[C:13]1[CH:18]=[CH:17][C:16]([CH2:19][CH2:20][CH2:21][OH:22])=[CH:15][CH:14]=1. (4) Given the reactants [CH3:1][O:2][C:3]1[CH:23]=[CH:22][CH:21]=[CH:20][C:4]=1[CH2:5][NH:6][C:7]1[CH:16]=[CH:15][C:14]2[C:9](=[CH:10][CH:11]=[CH:12][C:13]=2[N+:17]([O-])=O)[N:8]=1.[H][H], predict the reaction product. The product is: [CH3:1][O:2][C:3]1[CH:23]=[CH:22][CH:21]=[CH:20][C:4]=1[CH2:5][NH:6][C:7]1[CH:16]=[CH:15][C:14]2[C:13]([NH2:17])=[CH:12][CH:11]=[CH:10][C:9]=2[N:8]=1. (5) Given the reactants C12(COC3C(I)=CC(C(O)=O)=C(F)C=3)CC3CC(CC(C3)C1)C2.[C:24]12([CH2:34][O:35][C:36]3[C:44]([Br:45])=[CH:43][C:39]([C:40](O)=[O:41])=[C:38]([F:46])[CH:37]=3)[CH2:33][CH:28]3[CH2:29][CH:30]([CH2:32][CH:26]([CH2:27]3)[CH2:25]1)[CH2:31]2.N1(S(N)(=O)=O)CCC1.[CH3:55][S:56]([NH2:59])(=[O:58])=[O:57], predict the reaction product. The product is: [C:24]12([CH2:34][O:35][C:36]3[C:44]([Br:45])=[CH:43][C:39]([C:40]([NH:59][S:56]([CH3:55])(=[O:58])=[O:57])=[O:41])=[C:38]([F:46])[CH:37]=3)[CH2:33][CH:28]3[CH2:29][CH:30]([CH2:32][CH:26]([CH2:27]3)[CH2:25]1)[CH2:31]2. (6) Given the reactants [CH2:1]([O:8][C:9]1[CH:15]=[CH:14][C:12]([NH2:13])=[CH:11][CH:10]=1)[C:2]1[CH:7]=[CH:6][CH:5]=[CH:4][CH:3]=1.[N:16]([O-])=O.[Na+].[Sn](Cl)(Cl)(Cl)[Cl:21], predict the reaction product. The product is: [ClH:21].[CH2:1]([O:8][C:9]1[CH:10]=[CH:11][C:12]([NH:13][NH2:16])=[CH:14][CH:15]=1)[C:2]1[CH:3]=[CH:4][CH:5]=[CH:6][CH:7]=1. (7) Given the reactants [CH3:1][O:2][C:3]1[C:4]([CH3:34])=[C:5]([C:12]([C:14]2[CH:15]=[C:16]3[C:21](=[CH:22][CH:23]=2)[N:20](CC=C)[C:19]([CH3:27])=[C:18]([C:28]([O:30][CH2:31][CH3:32])=[O:29])[C:17]3=[O:33])=[O:13])[N:6]2[C:11]=1[CH:10]=[CH:9][CH:8]=[CH:7]2, predict the reaction product. The product is: [CH3:1][O:2][C:3]1[C:4]([CH3:34])=[C:5]([C:12]([C:14]2[CH:15]=[C:16]3[C:21](=[CH:22][CH:23]=2)[NH:20][C:19]([CH3:27])=[C:18]([C:28]([O:30][CH2:31][CH3:32])=[O:29])[C:17]3=[O:33])=[O:13])[N:6]2[C:11]=1[CH:10]=[CH:9][CH:8]=[CH:7]2.